From a dataset of Reaction yield outcomes from USPTO patents with 853,638 reactions. Predict the reaction yield, written as a fraction of the theoretical maximum amount of product (1.0 means a 100% yield; for example, 0.34 means a 34% yield). (1) The reactants are N1C=CC=CC=1.[Cl:7][C:8]1[C:13]([C:14]([NH2:16])=O)=[CH:12][N:11]=[C:10]([Cl:17])[CH:9]=1.O=P(Cl)(Cl)Cl.[OH-].[Na+]. The catalyst is C(#N)C. The product is [Cl:7][C:8]1[C:13]([C:14]#[N:16])=[CH:12][N:11]=[C:10]([Cl:17])[CH:9]=1. The yield is 0.880. (2) The reactants are [Br:1][CH2:2][CH2:3][CH2:4][O:5][C:6]1[CH:35]=[CH:34][C:9]([CH2:10][NH:11][C:12]2[N:17]=[C:16]([O:18][CH2:19][C:20]([F:23])([F:22])[F:21])[N:15]=[C:14]([NH:24][C:25]3[CH:33]=[CH:32][C:28]([C:29](O)=[O:30])=[CH:27][CH:26]=3)[N:13]=2)=[CH:8][C:7]=1[Cl:36].C(N(CC)C(C)C)(C)C.[C:46]([O:50][C:51](=[O:59])[NH:52][CH2:53][C:54]([CH3:58])([CH3:57])[CH2:55][NH2:56])([CH3:49])([CH3:48])[CH3:47].CN(C(ON1N=NC2C=CC=NC1=2)=[N+](C)C)C.F[P-](F)(F)(F)(F)F. The catalyst is C(Cl)Cl. The product is [C:46]([O:50][C:51](=[O:59])[NH:52][CH2:53][C:54]([CH3:58])([CH3:57])[CH2:55][NH:56][C:29](=[O:30])[C:28]1[CH:27]=[CH:26][C:25]([NH:24][C:14]2[N:13]=[C:12]([NH:11][CH2:10][C:9]3[CH:34]=[CH:35][C:6]([O:5][CH2:4][CH2:3][CH2:2][Br:1])=[C:7]([Cl:36])[CH:8]=3)[N:17]=[C:16]([O:18][CH2:19][C:20]([F:23])([F:21])[F:22])[N:15]=2)=[CH:33][CH:32]=1)([CH3:49])([CH3:47])[CH3:48]. The yield is 0.810. (3) The reactants are N([O-])=O.[Na+].[Cl:5][C:6]1[C:11]([Cl:12])=[CH:10][CH:9]=[CH:8][C:7]=1[CH2:13][N:14]1[C:18]2[CH:19]=[C:20]([N:24]3[CH2:29][CH2:28][O:27][CH2:26][CH2:25]3)[CH:21]=[C:22](N)[C:17]=2[N:16]=[C:15]1[CH3:30].[Na+].[Br-:32].C([O-])([O-])=O.[Na+].[Na+]. The catalyst is O.Br. The product is [Br:32][C:22]1[C:17]2[N:16]=[C:15]([CH3:30])[N:14]([CH2:13][C:7]3[CH:8]=[CH:9][CH:10]=[C:11]([Cl:12])[C:6]=3[Cl:5])[C:18]=2[CH:19]=[C:20]([N:24]2[CH2:29][CH2:28][O:27][CH2:26][CH2:25]2)[CH:21]=1. The yield is 0.440.